This data is from NCI-60 drug combinations with 297,098 pairs across 59 cell lines. The task is: Regression. Given two drug SMILES strings and cell line genomic features, predict the synergy score measuring deviation from expected non-interaction effect. Drug 1: CC1=C(N=C(N=C1N)C(CC(=O)N)NCC(C(=O)N)N)C(=O)NC(C(C2=CN=CN2)OC3C(C(C(C(O3)CO)O)O)OC4C(C(C(C(O4)CO)O)OC(=O)N)O)C(=O)NC(C)C(C(C)C(=O)NC(C(C)O)C(=O)NCCC5=NC(=CS5)C6=NC(=CS6)C(=O)NCCC[S+](C)C)O. Drug 2: COC1=C2C(=CC3=C1OC=C3)C=CC(=O)O2. Cell line: PC-3. Synergy scores: CSS=21.4, Synergy_ZIP=-0.0882, Synergy_Bliss=2.24, Synergy_Loewe=-24.6, Synergy_HSA=0.464.